Task: Predict the reaction yield, written as a fraction of the theoretical maximum amount of product (1.0 means a 100% yield; for example, 0.34 means a 34% yield).. Dataset: Reaction yield outcomes from USPTO patents with 853,638 reactions (1) The reactants are [CH3:1][O:2][C:3]([C:5]1[S:6][CH:7]=[CH:8][C:9]=1[NH:10][S:11]([C:14]1[CH:19]=[CH:18][C:17]([O:20][CH3:21])=[CH:16][CH:15]=1)(=[O:13])=[O:12])=[O:4].[H-].[Na+].[CH2:24](Br)[C:25]1[CH:30]=[CH:29][CH:28]=[CH:27][CH:26]=1.O. The catalyst is CN(C=O)C. The product is [CH3:1][O:2][C:3]([C:5]1[S:6][CH:7]=[CH:8][C:9]=1[N:10]([CH2:24][C:25]1[CH:30]=[CH:29][CH:28]=[CH:27][CH:26]=1)[S:11]([C:14]1[CH:19]=[CH:18][C:17]([O:20][CH3:21])=[CH:16][CH:15]=1)(=[O:13])=[O:12])=[O:4]. The yield is 0.650. (2) The yield is 0.772. The product is [CH3:2][O:3][C:4]([C:6]1[N:7]=[C:8]([C:16]([F:19])([F:18])[F:17])[N:9]2[CH2:14][CH2:13][N:12]([C:30](=[O:31])[CH2:29][CH:28]([NH:27][C:25]([O:24][C:20]([CH3:22])([CH3:21])[CH3:23])=[O:26])[CH2:33][C:34]3[CH:39]=[C:38]([F:40])[C:37]([F:41])=[CH:36][C:35]=3[F:42])[C@H:11]([CH3:15])[C:10]=12)=[O:5]. The reactants are Cl.[CH3:2][O:3][C:4]([C:6]1[N:7]=[C:8]([C:16]([F:19])([F:18])[F:17])[N:9]2[CH2:14][CH2:13][NH:12][CH:11]([CH3:15])[C:10]=12)=[O:5].[C:20]([O:24][C:25]([NH:27][C@H:28]([CH2:33][C:34]1[CH:39]=[C:38]([F:40])[C:37]([F:41])=[CH:36][C:35]=1[F:42])[CH2:29][C:30](O)=[O:31])=[O:26])([CH3:23])([CH3:22])[CH3:21].C(N(CC)CC)C.O=C1N(P(Cl)(N2CCOC2=O)=O)CCO1. The catalyst is ClCCl. (3) The reactants are [C:1]([O:5][C:6]([N:8]1[CH2:11][CH:10]([C:12]2[CH:13]=[N:14][C:15](Cl)=[CH:16][CH:17]=2)[CH2:9]1)=[O:7])([CH3:4])([CH3:3])[CH3:2].[C:19](=[NH:32])([C:26]1[CH:31]=[CH:30][CH:29]=[CH:28][CH:27]=1)[C:20]1[CH:25]=[CH:24][CH:23]=[CH:22][CH:21]=1.CC1(C)C2C(=C(P(C3C=CC=CC=3)C3C=CC=CC=3)C=CC=2)OC2C(P(C3C=CC=CC=3)C3C=CC=CC=3)=CC=CC1=2.C(=O)([O-])[O-].[Cs+].[Cs+]. The catalyst is O1CCOCC1.C1C=CC(/C=C/C(/C=C/C2C=CC=CC=2)=O)=CC=1.C1C=CC(/C=C/C(/C=C/C2C=CC=CC=2)=O)=CC=1.C1C=CC(/C=C/C(/C=C/C2C=CC=CC=2)=O)=CC=1.[Pd].[Pd]. The product is [C:1]([O:5][C:6]([N:8]1[CH2:11][CH:10]([C:12]2[CH:13]=[N:14][C:15]([N:32]=[C:19]([C:20]3[CH:25]=[CH:24][CH:23]=[CH:22][CH:21]=3)[C:26]3[CH:31]=[CH:30][CH:29]=[CH:28][CH:27]=3)=[CH:16][CH:17]=2)[CH2:9]1)=[O:7])([CH3:4])([CH3:3])[CH3:2]. The yield is 0.700. (4) The reactants are [CH3:1][C:2]1[CH:7]=[CH:6][N:5]=[CH:4][C:3]=1[N:8]1[CH2:12][CH2:11][NH:10][C:9]1=[O:13].Br[C:15]1[CH:16]=[C:17]2[C:21](=[CH:22][CH:23]=1)[N:20]([CH3:24])[CH:19]=[CH:18]2.N[C@@H]1CCCC[C@H]1N.C(=O)([O-])[O-].[K+].[K+]. The catalyst is [Cu](I)I.O1CCOCC1. The product is [CH3:24][N:20]1[C:21]2[C:17](=[CH:16][C:15]([N:10]3[CH2:11][CH2:12][N:8]([C:3]4[CH:4]=[N:5][CH:6]=[CH:7][C:2]=4[CH3:1])[C:9]3=[O:13])=[CH:23][CH:22]=2)[CH:18]=[CH:19]1. The yield is 0.270.